This data is from Full USPTO retrosynthesis dataset with 1.9M reactions from patents (1976-2016). The task is: Predict the reactants needed to synthesize the given product. Given the product [F:17][C:4]1[CH:5]=[C:6]([N:8]2[C@H:12]([CH2:13][O:14][CH3:40])[CH2:11][CH2:10][S:9]2(=[O:15])=[O:16])[CH:7]=[C:2]([F:1])[C:3]=1[C:18]([N:20]1[CH2:21][CH2:22][N:23]([C:26]2[C:31]([CH3:32])=[CH:30][C:29]([CH3:33])=[CH:28][N:27]=2)[CH2:24][CH2:25]1)=[O:19], predict the reactants needed to synthesize it. The reactants are: [F:1][C:2]1[CH:7]=[C:6]([N:8]2[C@H:12]([CH2:13][OH:14])[CH2:11][CH2:10][S:9]2(=[O:16])=[O:15])[CH:5]=[C:4]([F:17])[C:3]=1[C:18]([N:20]1[CH2:25][CH2:24][N:23]([C:26]2[C:31]([CH3:32])=[CH:30][C:29]([CH3:33])=[CH:28][N:27]=2)[CH2:22][CH2:21]1)=[O:19].[H-].[Na+].S(C1C=CC(C)=CC=1)(O[CH3:40])(=O)=O.O.